Dataset: Peptide-MHC class II binding affinity with 134,281 pairs from IEDB. Task: Regression. Given a peptide amino acid sequence and an MHC pseudo amino acid sequence, predict their binding affinity value. This is MHC class II binding data. (1) The peptide sequence is VGYDDQESVKSKV. The MHC is DRB1_0404 with pseudo-sequence DRB1_0404. The binding affinity (normalized) is 0. (2) The peptide sequence is DEAHFLDPASIAARG. The MHC is DRB1_0301 with pseudo-sequence DRB1_0301. The binding affinity (normalized) is 0.353. (3) The peptide sequence is KMIGGIGGFVKVRQYDQIPI. The MHC is DRB1_0405 with pseudo-sequence DRB1_0405. The binding affinity (normalized) is 0.192. (4) The binding affinity (normalized) is 0.0381. The peptide sequence is EKDVTDITVKNCVLK. The MHC is HLA-DPA10201-DPB10101 with pseudo-sequence HLA-DPA10201-DPB10101. (5) The MHC is DRB1_1101 with pseudo-sequence DRB1_1101. The binding affinity (normalized) is 0. The peptide sequence is QGQMVHQAISPRTLN. (6) The peptide sequence is FLTGPLNFTGPCKGD. The MHC is HLA-DQA10104-DQB10503 with pseudo-sequence HLA-DQA10104-DQB10503. The binding affinity (normalized) is 0.0483.